This data is from Reaction yield outcomes from USPTO patents with 853,638 reactions. The task is: Predict the reaction yield, written as a fraction of the theoretical maximum amount of product (1.0 means a 100% yield; for example, 0.34 means a 34% yield). The reactants are C(OC([N:8]1[CH2:13][CH2:12][CH:11]([N:14]2[C:18]3[CH:19]=[CH:20][CH:21]=[CH:22][C:17]=3[N:16]=[C:15]2[C:23]2[C:27]([NH2:28])=[N:26][O:25][N:24]=2)[CH2:10][CH2:9]1)=O)(C)(C)C.ClCCl. The catalyst is FC(F)(F)C(O)=O. The product is [NH:8]1[CH2:9][CH2:10][CH:11]([N:14]2[C:18]3[CH:19]=[CH:20][CH:21]=[CH:22][C:17]=3[N:16]=[C:15]2[C:23]2[C:27]([NH2:28])=[N:26][O:25][N:24]=2)[CH2:12][CH2:13]1. The yield is 0.420.